Dataset: Reaction yield outcomes from USPTO patents with 853,638 reactions. Task: Predict the reaction yield, written as a fraction of the theoretical maximum amount of product (1.0 means a 100% yield; for example, 0.34 means a 34% yield). (1) The reactants are OC1C=CC=C[N+]=1[O-].[NH:9]1[C:13](=[O:14])[CH2:12][CH2:11][C@H:10]1[C:15]([OH:17])=O.[NH2:18][CH:19]1[CH2:24][CH2:23][N:22]([C:25]([O:27][CH2:28][C:29]2[CH:34]=[CH:33][CH:32]=[CH:31][CH:30]=2)=[O:26])[CH2:21][CH2:20]1.Cl.CN(C)CCCN=C=NCC.Cl.[C:48](O[C:48]([O:50][C:51]([CH3:54])([CH3:53])[CH3:52])=[O:49])([O:50][C:51]([CH3:54])([CH3:53])[CH3:52])=[O:49]. The catalyst is CN(C)C1C=CN=CC=1.ClCCl. The product is [C:51]([O:50][C:48]([N:9]1[C:13](=[O:14])[CH2:12][CH2:11][C@H:10]1[C:15]([NH:18][CH:19]1[CH2:20][CH2:21][N:22]([C:25]([O:27][CH2:28][C:29]2[CH:34]=[CH:33][CH:32]=[CH:31][CH:30]=2)=[O:26])[CH2:23][CH2:24]1)=[O:17])=[O:49])([CH3:54])([CH3:53])[CH3:52]. The yield is 0.820. (2) The reactants are Cl.[NH2:2][CH2:3][C:4]1[CH:5]=[C:6]2[C:10](=[CH:11][CH:12]=1)[C:9](=[O:13])[N:8]([CH:14]1[CH2:19][CH2:18][C:17](=[O:20])[NH:16][C:15]1=[O:21])[CH2:7]2.[Cl:22][C:23]1[CH:24]=[C:25]([CH:29]=[CH:30][C:31]=1[Cl:32])[C:26](Cl)=[O:27].[CH2:33](N(CC)CC)C. The catalyst is CN(C)C=O.O. The product is [Cl:22][C:23]1[CH:24]=[C:25]([CH:29]=[CH:30][C:31]=1[Cl:32])[C:26]([NH:2][CH2:3][C:4]1[CH:5]=[C:6]2[C:10](=[CH:11][CH:12]=1)[C:9](=[O:13])[N:8]([C:14]1([CH3:33])[CH2:19][CH2:18][C:17](=[O:20])[NH:16][C:15]1=[O:21])[CH2:7]2)=[O:27]. The yield is 0.790. (3) The product is [CH:1]1([CH:7]([NH:18][C:19]2[CH:20]=[CH:21][C:22]([C:25]([NH:27][CH2:28][CH2:29][C:30]([OH:32])=[O:31])=[O:26])=[CH:23][CH:24]=2)[C:8]2[S:16][C:11]3=[N:12][CH:13]=[CH:14][CH:15]=[C:10]3[C:9]=2[CH3:17])[CH2:6][CH2:5][CH2:4][CH2:3][CH2:2]1. The reactants are [CH:1]1([CH:7]([NH:18][C:19]2[CH:24]=[CH:23][C:22]([C:25]([NH:27][CH2:28][CH2:29][C:30]([O:32]CC)=[O:31])=[O:26])=[CH:21][CH:20]=2)[C:8]2[S:16][C:11]3=[N:12][CH:13]=[CH:14][CH:15]=[C:10]3[C:9]=2[CH3:17])[CH2:6][CH2:5][CH2:4][CH2:3][CH2:2]1.O1CCCC1.[OH-].[Na+]. The catalyst is C(O)C. The yield is 0.890. (4) The reactants are Cl[CH2:2][CH2:3][C:4]([NH:6][C:7]1[C:8]([Cl:18])=[N:9][N:10]([C:12]2[CH:13]=[N:14][CH:15]=[CH:16][CH:17]=2)[CH:11]=1)=[O:5].CO.[OH-].[K+].[F:23][C:24]([F:29])([F:28])[CH2:25][CH2:26][SH:27]. The catalyst is O.C(OCC)(=O)C. The yield is 0.920. The product is [Cl:18][C:8]1[C:7]([NH:6][C:4](=[O:5])[CH2:3][CH2:2][S:27][CH2:26][CH2:25][C:24]([F:29])([F:28])[F:23])=[CH:11][N:10]([C:12]2[CH:13]=[N:14][CH:15]=[CH:16][CH:17]=2)[N:9]=1.